Dataset: Reaction yield outcomes from USPTO patents with 853,638 reactions. Task: Predict the reaction yield, written as a fraction of the theoretical maximum amount of product (1.0 means a 100% yield; for example, 0.34 means a 34% yield). The reactants are [O:1]=[C:2]1[C:7]([C:8]([OH:10])=O)=[CH:6][CH:5]=[CH:4][NH:3]1.CN1CCOCC1.ClC(OCC(C)C)=O.[NH2:26][C:27]1[CH:32]=[CH:31][CH:30]=[CH:29][CH:28]=1. The catalyst is O1CCCC1. The product is [O:1]=[C:2]1[C:7]([C:8]([NH:26][C:27]2[CH:32]=[CH:31][CH:30]=[CH:29][CH:28]=2)=[O:10])=[CH:6][CH:5]=[CH:4][NH:3]1. The yield is 0.970.